Dataset: Catalyst prediction with 721,799 reactions and 888 catalyst types from USPTO. Task: Predict which catalyst facilitates the given reaction. (1) Reactant: [Cl:1][C:2]1[CH:14]=[N:13][C:5]2[NH:6][C:7]3[CH2:12][CH2:11][NH:10][CH2:9][C:8]=3[C:4]=2[CH:3]=1.CCN(C(C)C)C(C)C.[C:24](Cl)(=[O:33])[C:25]1[C:26]([O:31][CH3:32])=[CH:27][CH:28]=[CH:29][CH:30]=1.Cl.CCOCC. Product: [ClH:1].[Cl:1][C:2]1[CH:14]=[N:13][C:5]2[NH:6][C:7]3[CH2:12][CH2:11][N:10]([C:24]([C:25]4[CH:30]=[CH:29][CH:28]=[CH:27][C:26]=4[O:31][CH3:32])=[O:33])[CH2:9][C:8]=3[C:4]=2[CH:3]=1. The catalyst class is: 1. (2) Reactant: O[C:2]1[CH:11]=[CH:10][CH:9]=[C:8]([O:12][C@@H:13]2[CH2:17][CH2:16][O:15][CH2:14]2)[C:3]=1[C:4]([NH:6][OH:7])=[O:5].C(C1NC=CN=1)(C1NC=CN=1)=O.Cl. Product: [O:15]1[CH2:16][CH2:17][C@@H:13]([O:12][C:8]2[C:3]3[C:4]([OH:5])=[N:6][O:7][C:2]=3[CH:11]=[CH:10][CH:9]=2)[CH2:14]1. The catalyst class is: 1.